Dataset: Forward reaction prediction with 1.9M reactions from USPTO patents (1976-2016). Task: Predict the product of the given reaction. (1) The product is: [NH:9]1[C:10]2[CH:15]=[CH:14][CH:13]=[CH:12][C:11]=2[N:7]=[C:8]1[CH2:16][N:38]([CH2:37][C:33]1[CH:32]=[C:31]([S:28]([NH:27][CH2:26][C:21]2[CH:22]=[CH:23][CH:24]=[CH:25][N:20]=2)(=[O:29])=[O:30])[CH:36]=[CH:35][CH:34]=1)[CH:39]1[C:48]2[N:47]=[CH:46][CH:45]=[CH:44][C:43]=2[CH2:42][CH2:41][CH2:40]1. Given the reactants C[Si](C)(C)CCOC[N:7]1[C:11]2[CH:12]=[CH:13][CH:14]=[CH:15][C:10]=2[N:9]=[C:8]1[CH:16]=O.[N:20]1[CH:25]=[CH:24][CH:23]=[CH:22][C:21]=1[CH2:26][NH:27][S:28]([C:31]1[CH:36]=[CH:35][CH:34]=[C:33]([CH2:37][NH:38][CH:39]2[C:48]3[N:47]=[CH:46][CH:45]=[CH:44][C:43]=3[CH2:42][CH2:41][CH2:40]2)[CH:32]=1)(=[O:30])=[O:29].C(O)(=O)C.C(O[BH-](OC(=O)C)OC(=O)C)(=O)C.[Na+], predict the reaction product. (2) Given the reactants [Cl-].[NH2:2][NH2:3].C(O[CH:7]=[CH:8][C:9](=O)[C:10]([F:13])([F:12])[F:11])C, predict the reaction product. The product is: [F:11][C:10]([F:13])([F:12])[C:9]1[CH:8]=[CH:7][NH:3][N:2]=1. (3) Given the reactants C(Cl)(=O)C(Cl)=O.[Cl:7][C:8]1[CH:9]=[C:10]([C:15]([C@H:17]2[CH2:19][C@@H:18]2[C:20]([OH:22])=O)=[O:16])[CH:11]=[CH:12][C:13]=1[F:14].C[N:24](C=O)C.N, predict the reaction product. The product is: [Cl:7][C:8]1[CH:9]=[C:10]([C:15]([C@H:17]2[CH2:19][C@@H:18]2[C:20]([NH2:24])=[O:22])=[O:16])[CH:11]=[CH:12][C:13]=1[F:14]. (4) The product is: [CH3:32][O:25][CH2:24][C@@H:23]([N:22]1[C:17]2[C:18](=[N:19][C:14]([C:4]3[CH:5]=[CH:6][C:7]([O:9][C:10]([F:12])([F:13])[F:11])=[CH:8][C:3]=3[O:2][CH3:1])=[C:15]([CH3:29])[CH:16]=2)[C:20]([CH3:28])=[CH:21]1)[CH2:26][CH3:27]. Given the reactants [CH3:1][O:2][C:3]1[CH:8]=[C:7]([O:9][C:10]([F:13])([F:12])[F:11])[CH:6]=[CH:5][C:4]=1[C:14]1[N:19]=[C:18]2[C:20]([CH3:28])=[CH:21][N:22]([C@@H:23]([CH2:26][CH3:27])[CH2:24][OH:25])[C:17]2=[CH:16][C:15]=1[CH3:29].[H-].[Na+].[CH3:32]I, predict the reaction product. (5) Given the reactants [NH2:1][C:2]1[C:3](=[O:14])[NH:4][C:5](=[O:13])[N:6]([CH2:9][CH2:10]CO)[C:7]=1[NH2:8].NC1C(=O)N[C:19](=[O:28])N(CCCCF)C=1N.NC1C(=O)NC(=O)N(CC(C(O)=O)CC)C=1N.NC1C(=O)NC(=O)N(C=C)C=1N.NC1C(=O)NC(=O)N(C2CCCC2)C=1N.NC1C(=O)NC(=O)N(C2CCC(O)C2)C=1N.NC1C(=O)NC(=O)N(C2CCCCC2)C=1N.NC1C(=O)NC(=O)N(CC2CC2)C=1N, predict the reaction product. The product is: [NH2:1][C:2]1[C:3](=[O:14])[NH:4][C:5](=[O:13])[N:6]([CH2:9][CH2:10][O:28][CH3:19])[C:7]=1[NH2:8]. (6) Given the reactants [OH-].[Na+].[I:3][C:4]1[CH:9]=[CH:8][CH:7]=[CH:6][C:5]=1[CH2:10][N:11]1[N:15]=[C:14]([C:16]([O:18]CC)=[O:17])[CH:13]=[N:12]1, predict the reaction product. The product is: [I:3][C:4]1[CH:9]=[CH:8][CH:7]=[CH:6][C:5]=1[CH2:10][N:11]1[N:15]=[C:14]([C:16]([OH:18])=[O:17])[CH:13]=[N:12]1. (7) Given the reactants Cl.[C:2]([C:4]1[C:5]([O:37][CH:38]([CH3:40])[CH3:39])=[CH:6][C:7]([NH:10][C:11]([N:13]2[C:22]3[C:17](=[CH:18][C:19]([CH2:28][N:29]4[CH2:34][CH2:33][N:32]([CH3:35])[CH2:31][C:30]4=[O:36])=[C:20]([CH:23](OC)[O:24]C)[N:21]=3)[CH2:16][CH2:15][CH2:14]2)=[O:12])=[N:8][CH:9]=1)#[N:3].C([O-])(O)=O.[Na+].CCOC(C)=O, predict the reaction product. The product is: [C:2]([C:4]1[C:5]([O:37][CH:38]([CH3:40])[CH3:39])=[CH:6][C:7]([NH:10][C:11]([N:13]2[C:22]3[C:17](=[CH:18][C:19]([CH2:28][N:29]4[CH2:34][CH2:33][N:32]([CH3:35])[CH2:31][C:30]4=[O:36])=[C:20]([CH:23]=[O:24])[N:21]=3)[CH2:16][CH2:15][CH2:14]2)=[O:12])=[N:8][CH:9]=1)#[N:3]. (8) Given the reactants C1(S([N:10]2[C:14]3=[N:15][CH:16]=[C:17]([Cl:19])[CH:18]=[C:13]3[C:12]([CH2:20][C:21]3[CH:22]=[N:23][C:24](S(C)(=O)=O)=[N:25][CH:26]=3)=[CH:11]2)(=O)=O)C=CC=CC=1.[CH:31]1([NH2:37])[CH2:36][CH2:35][CH2:34][CH2:33][CH2:32]1.[OH-].[K+].O, predict the reaction product. The product is: [Cl:19][C:17]1[CH:18]=[C:13]2[C:12]([CH2:20][C:21]3[CH:26]=[N:25][C:24]([NH:37][CH:31]4[CH2:36][CH2:35][CH2:34][CH2:33][CH2:32]4)=[N:23][CH:22]=3)=[CH:11][NH:10][C:14]2=[N:15][CH:16]=1. (9) Given the reactants O[Li:2].O.[CH3:4][O:5][C:6]([NH:8][CH2:9][CH2:10][O:11][CH:12]([C:23]1[CH:24]=[C:25](C)[CH:26]=[CH:27][CH:28]=1)[C:13]1[CH:14]=[C:15]([CH:20]=[CH:21][CH:22]=1)[C:16]([O:18]C)=[O:17])=[O:7], predict the reaction product. The product is: [CH3:4][O:5][C:6]([NH:8][CH2:9][CH2:10][O:11][CH:12]([C:23]1[CH:24]=[CH:25][CH:26]=[CH:27][CH:28]=1)[C:13]1[CH:14]=[C:15]([CH:20]=[CH:21][CH:22]=1)[C:16]([O-:18])=[O:17])=[O:7].[Li+:2]. (10) Given the reactants [S:1]([Cl:5])(=O)(=[O:3])[OH:2].[S:6]1[CH:10]=[CH:9][N:8]2[CH:11]=[N:12][CH:13]=[C:7]12.O, predict the reaction product. The product is: [Cl:5][S:1]([C:13]1[N:12]=[CH:11][N:8]2[CH:9]=[CH:10][S:6][C:7]=12)(=[O:3])=[O:2].